From a dataset of Reaction yield outcomes from USPTO patents with 853,638 reactions. Predict the reaction yield, written as a fraction of the theoretical maximum amount of product (1.0 means a 100% yield; for example, 0.34 means a 34% yield). (1) The reactants are [NH2:1][C:2]1[N:10]=[C:9]([F:11])[N:8]=[C:7]2[C:3]=1[N:4]=[C:5]([CH2:21][C:22]1[C:30]([I:31])=[CH:29][C:25]3[O:26][CH2:27][O:28][C:24]=3[CH:23]=1)[N:6]2[CH2:12][CH2:13][CH2:14][CH2:15][CH2:16][CH2:17][CH2:18][CH2:19][OH:20].[S:32](Cl)(=[O:35])(=[O:34])[NH2:33].C([O-])([O-])=O.[Ca+2]. The catalyst is CN(C=O)C. The product is [NH2:1][C:2]1[N:10]=[C:9]([F:11])[N:8]=[C:7]2[C:3]=1[N:4]=[C:5]([CH2:21][C:22]1[C:30]([I:31])=[CH:29][C:25]3[O:26][CH2:27][O:28][C:24]=3[CH:23]=1)[N:6]2[CH2:12][CH2:13][CH2:14][CH2:15][CH2:16][CH2:17][CH2:18][CH2:19][O:20][S:32](=[O:35])(=[O:34])[NH2:33]. The yield is 0.200. (2) The reactants are C[O-].[Na+].CN(C)[CH:6]=[CH:7][C:8]([C:10]1[N:14]([CH3:15])[CH:13]=[N:12][CH:11]=1)=O.C(=O)(O)O.[C:21]1([NH:27][C:28]([NH2:30])=[NH:29])[CH:26]=[CH:25][CH:24]=[CH:23][CH:22]=1. The catalyst is CC(O)C. The product is [NH:27]([C:28]1[N:30]=[C:8]([C:10]2[N:14]([CH3:15])[CH:13]=[N:12][CH:11]=2)[CH:7]=[CH:6][N:29]=1)[C:21]1[CH:26]=[CH:25][CH:24]=[CH:23][CH:22]=1. The yield is 0.640. (3) The reactants are [NH2:1][C:2]1[CH:7]=[CH:6][C:5]([CH3:8])=[CH:4][N:3]=1.N1C=CC=CC=1.[N+:15]([C:18]1[CH:26]=[CH:25][CH:24]=[CH:23][C:19]=1[C:20](Cl)=[O:21])([O-:17])=[O:16]. The catalyst is ClCCl. The product is [N+:15]([C:18]1[CH:26]=[CH:25][CH:24]=[CH:23][C:19]=1[C:20]([NH:1][C:2]1[CH:7]=[CH:6][C:5]([CH3:8])=[CH:4][N:3]=1)=[O:21])([O-:17])=[O:16]. The yield is 0.520. (4) The reactants are [CH3:1][C:2]1([CH3:10])[CH2:7][O:6][CH:5]([CH2:8][OH:9])[CH2:4][O:3]1.[CH3:11][S:12](Cl)(=[O:14])=[O:13].C([O-])(O)=O.[Na+]. The catalyst is C(Cl)Cl. The product is [CH3:11][S:12]([O:9][CH2:8][CH:5]1[CH2:4][O:3][C:2]([CH3:10])([CH3:1])[CH2:7][O:6]1)(=[O:14])=[O:13]. The yield is 0.710. (5) The yield is 0.850. The catalyst is C(Cl)Cl.O. The reactants are [CH3:1][O:2][C:3]1[CH:8]=[CH:7][C:6]([S:9](Cl)(=[O:11])=[O:10])=[C:5]([N+:13]([O-:15])=[O:14])[CH:4]=1.C(N(CC)CC)C.[CH2:23]([CH2:25][NH2:26])[OH:24].C([O-])([O-])=O.[Na+].[Na+]. The product is [OH:24][CH2:23][CH2:25][NH:26][S:9]([C:6]1[CH:7]=[CH:8][C:3]([O:2][CH3:1])=[CH:4][C:5]=1[N+:13]([O-:15])=[O:14])(=[O:11])=[O:10].